From a dataset of NCI-60 drug combinations with 297,098 pairs across 59 cell lines. Regression. Given two drug SMILES strings and cell line genomic features, predict the synergy score measuring deviation from expected non-interaction effect. (1) Drug 1: C1C(C(OC1N2C=NC3=C2NC=NCC3O)CO)O. Drug 2: C1CCC(C(C1)N)N.C(=O)(C(=O)[O-])[O-].[Pt+4]. Cell line: HOP-62. Synergy scores: CSS=9.12, Synergy_ZIP=-0.263, Synergy_Bliss=0.632, Synergy_Loewe=-1.95, Synergy_HSA=1.41. (2) Drug 1: CC1=C(C=C(C=C1)NC(=O)C2=CC=C(C=C2)CN3CCN(CC3)C)NC4=NC=CC(=N4)C5=CN=CC=C5. Drug 2: CC1=C(C=C(C=C1)C(=O)NC2=CC(=CC(=C2)C(F)(F)F)N3C=C(N=C3)C)NC4=NC=CC(=N4)C5=CN=CC=C5. Cell line: OVCAR-8. Synergy scores: CSS=-0.829, Synergy_ZIP=-1.51, Synergy_Bliss=-5.11, Synergy_Loewe=-5.95, Synergy_HSA=-4.98. (3) Drug 1: CS(=O)(=O)C1=CC(=C(C=C1)C(=O)NC2=CC(=C(C=C2)Cl)C3=CC=CC=N3)Cl. Drug 2: CCC1=C2CN3C(=CC4=C(C3=O)COC(=O)C4(CC)O)C2=NC5=C1C=C(C=C5)O. Cell line: BT-549. Synergy scores: CSS=30.3, Synergy_ZIP=1.67, Synergy_Bliss=4.40, Synergy_Loewe=-33.0, Synergy_HSA=3.10. (4) Drug 1: CC12CCC(CC1=CCC3C2CCC4(C3CC=C4C5=CN=CC=C5)C)O. Drug 2: C1=CC(=CC=C1CC(C(=O)O)N)N(CCCl)CCCl.Cl. Cell line: A498. Synergy scores: CSS=-1.41, Synergy_ZIP=0.729, Synergy_Bliss=0.322, Synergy_Loewe=-6.34, Synergy_HSA=-4.04.